This data is from Full USPTO retrosynthesis dataset with 1.9M reactions from patents (1976-2016). The task is: Predict the reactants needed to synthesize the given product. (1) Given the product [ClH:1].[ClH:1].[CH3:18][O:19][C:20]1[CH:27]=[CH:26][C:25]([N+:28]([O-:30])=[O:29])=[CH:24][C:21]=1[CH2:22][N:15]1[CH2:16][CH2:17][N:12]([CH2:3][C:4]([C:6]2[CH:7]=[CH:8][CH:9]=[CH:10][CH:11]=2)=[O:5])[CH2:13][CH2:14]1, predict the reactants needed to synthesize it. The reactants are: [ClH:1].Cl.[CH2:3]([N:12]1[CH2:17][CH2:16][NH:15][CH2:14][CH2:13]1)[C:4]([C:6]1[CH:11]=[CH:10][CH:9]=[CH:8][CH:7]=1)=[O:5].[CH3:18][O:19][C:20]1[CH:27]=[CH:26][C:25]([N+:28]([O-:30])=[O:29])=[CH:24][C:21]=1[CH2:22]Br.C([O-])([O-])=O.[K+].[K+]. (2) Given the product [CH3:1][O:2][C:3]1[CH:29]=[C:28]([O:30][CH3:31])[CH:27]=[CH:26][C:4]=1[CH2:5][N:6]1[CH2:12][CH2:11][C:10]([F:13])([F:14])[CH2:9][C@@H:8]([N:15]([CH2:40][C:37]2[CH:38]=[N:39][C:34]([O:33][CH3:32])=[CH:35][CH:36]=2)[S:16]([C:19]2[S:20][C:21]([Cl:24])=[CH:22][CH:23]=2)(=[O:17])=[O:18])[C:7]1=[O:25], predict the reactants needed to synthesize it. The reactants are: [CH3:1][O:2][C:3]1[CH:29]=[C:28]([O:30][CH3:31])[CH:27]=[CH:26][C:4]=1[CH2:5][N:6]1[CH2:12][CH2:11][C:10]([F:14])([F:13])[CH2:9][C@@H:8]([NH:15][S:16]([C:19]2[S:20][C:21]([Cl:24])=[CH:22][CH:23]=2)(=[O:18])=[O:17])[C:7]1=[O:25].[CH3:32][O:33][C:34]1[N:39]=[CH:38][C:37]([CH2:40]O)=[CH:36][CH:35]=1.C1(P(C2C=CC=CC=2)C2C=CC=CC=2)C=CC=CC=1.N(C(OC(C)C)=O)=NC(OC(C)C)=O. (3) Given the product [CH3:30][C@@:11]12[CH2:12][CH2:13][C@@H:14]3[C@:19]([CH3:27])([CH2:18][CH2:17][CH2:16][C:15]3([CH3:29])[CH3:28])[C@H:20]1[CH2:21][S:22][C:23]1[C:10]2=[C:9]([OH:8])[CH:26]=[CH:25][CH:24]=1, predict the reactants needed to synthesize it. The reactants are: [H-].[Li+].CCCS.C[O:8][C:9]1[CH:26]=[CH:25][CH:24]=[C:23]2[C:10]=1[C@@:11]1([CH3:30])[C@H:20]([CH2:21][S:22]2)[C@:19]2([CH3:27])[C@H:14]([C:15]([CH3:29])([CH3:28])[CH2:16][CH2:17][CH2:18]2)[CH2:13][CH2:12]1. (4) Given the product [CH3:31][O:32][C:33](=[O:34])[NH:35][CH:36]([C:37]([N:8]1[CH2:12][CH:11]([CH2:13][O:14][CH:15]([F:17])[F:16])[CH2:10][CH:9]1[C:18]1[NH:19][C:20]([C:23]2[CH:28]=[CH:27][C:26]([Br:29])=[CH:25][CH:24]=2)=[CH:21][N:22]=1)=[O:38])[CH:40]([CH3:42])[CH3:41], predict the reactants needed to synthesize it. The reactants are: C(OC([N:8]1[CH2:12][CH:11]([CH2:13][O:14][CH:15]([F:17])[F:16])[CH2:10][CH:9]1[C:18]1[NH:19][C:20]([C:23]2[CH:28]=[CH:27][C:26]([Br:29])=[CH:25][CH:24]=2)=[CH:21][N:22]=1)=O)(C)(C)C.Cl.[CH3:31][O:32][C:33]([NH:35][CH:36]([CH:40]([CH3:42])[CH3:41])[C:37](O)=[O:38])=[O:34].CN(C(ON1N=NC2C=CC=NC1=2)=[N+](C)C)C.F[P-](F)(F)(F)(F)F.C(N(CC)CC)C. (5) Given the product [Cl:1][C:2]1[C:3]([O:27][CH2:28][C:29]2[CH:34]=[CH:33][CH:32]=[C:31]([C:35]3[CH:44]=[CH:43][C:38]4[O:39][CH2:40][CH2:41][O:42][C:37]=4[CH:36]=3)[C:30]=2[C:45]#[N:46])=[CH:4][C:5]([O:17][CH2:18][C:19]2[CH:24]=[CH:23][CH:22]=[C:21]([C:25]#[N:26])[CH:20]=2)=[C:6]([CH:16]=1)[CH2:7][NH:8][C@H:9]([CH2:13][OH:14])[C:10]([OH:12])=[O:11], predict the reactants needed to synthesize it. The reactants are: [Cl:1][C:2]1[C:3]([O:27][CH2:28][C:29]2[CH:34]=[CH:33][CH:32]=[C:31]([C:35]3[CH:44]=[CH:43][C:38]4[O:39][CH2:40][CH2:41][O:42][C:37]=4[CH:36]=3)[C:30]=2[C:45]#[N:46])=[CH:4][C:5]([O:17][CH2:18][C:19]2[CH:24]=[CH:23][CH:22]=[C:21]([C:25]#[N:26])[CH:20]=2)=[C:6]([CH:16]=1)[CH2:7][NH:8][C@:9](C)([CH2:13][OH:14])[C:10]([OH:12])=[O:11].ClC1C=C(C=O)C(OCC2C=CC=C(C#N)C=2)=CC=1OCC1C=CC=C(C2C=CC3OCCOC=3C=2)C=1C#N.N[C@H](CO)C(O)=O. (6) The reactants are: [C@@H:1]1([N:13]2[CH2:18][CH2:17][CH:16]([C:19]3[C:27]4[C:22](=[CH:23][C:24]([F:28])=[CH:25][CH:26]=4)[N:21]([CH2:29][CH:30]4[CH2:32][O:31]4)[CH:20]=3)[CH2:15][CH2:14]2)[C:11]2=[C:12]3[C:7](=[CH:8][CH:9]=[CH:10]2)[CH:6]=[CH:5][CH:4]=[C:3]3[CH2:2]1.[CH3:33][NH:34][CH3:35]. Given the product [C@H:1]1([N:13]2[CH2:18][CH2:17][CH:16]([C:19]3[C:27]4[C:22](=[CH:23][C:24]([F:28])=[CH:25][CH:26]=4)[N:21]([CH2:29][CH:30]([OH:31])[CH2:32][N:34]([CH3:35])[CH3:33])[CH:20]=3)[CH2:15][CH2:14]2)[C:11]2=[C:12]3[C:7](=[CH:8][CH:9]=[CH:10]2)[CH:6]=[CH:5][CH:4]=[C:3]3[CH2:2]1, predict the reactants needed to synthesize it. (7) The reactants are: [C:1]([Si:5]([O:8][C:9]1[CH:14]=[C:13](I)[C:12]([Cl:16])=[CH:11][C:10]=1[Cl:17])([CH3:7])[CH3:6])([CH3:4])([CH3:3])[CH3:2].C(=O)=O.CC(C)=O.[CH:25]([O:28][B:29](OC(C)C)[O:30][CH:31](C)C)(C)C.C([Li])[CH2:39][CH2:40][CH3:41]. Given the product [Si:5]([O:8][C:9]1[C:10]([Cl:17])=[CH:11][C:12]([Cl:16])=[C:13]([B:29]2[O:30][CH2:31][C:40]([CH3:39])([CH3:41])[CH2:25][O:28]2)[CH:14]=1)([C:1]([CH3:4])([CH3:3])[CH3:2])([CH3:7])[CH3:6], predict the reactants needed to synthesize it. (8) Given the product [Cl:8][C:9]1[CH:10]=[CH:11][C:12]([CH2:13][CH:14]([C:15]([O:17][CH3:18])=[O:16])[CH2:19][C:20]([OH:22])=[O:21])=[CH:27][CH:28]=1, predict the reactants needed to synthesize it. The reactants are: C(O)(C(F)(F)F)=O.[Cl:8][C:9]1[CH:28]=[CH:27][C:12]([CH2:13][CH:14]([CH2:19][C:20]([O:22]C(C)(C)C)=[O:21])[C:15]([O:17][CH3:18])=[O:16])=[CH:11][CH:10]=1.